Dataset: Peptide-MHC class I binding affinity with 185,985 pairs from IEDB/IMGT. Task: Regression. Given a peptide amino acid sequence and an MHC pseudo amino acid sequence, predict their binding affinity value. This is MHC class I binding data. (1) The peptide sequence is LMNNAFEWI. The MHC is HLA-A02:01 with pseudo-sequence HLA-A02:01. The binding affinity (normalized) is 0.447. (2) The peptide sequence is EIIFYHPTF. The MHC is HLA-B27:05 with pseudo-sequence HLA-B27:05. The binding affinity (normalized) is 0.0847. (3) The peptide sequence is CRTLLSRVY. The MHC is Mamu-B17 with pseudo-sequence Mamu-B17. The binding affinity (normalized) is 0.310. (4) The peptide sequence is KPGPAKFSL. The MHC is HLA-A24:03 with pseudo-sequence HLA-A24:03. The binding affinity (normalized) is 0.0847. (5) The peptide sequence is VPNYNMIIM. The MHC is HLA-B35:01 with pseudo-sequence HLA-B35:01. The binding affinity (normalized) is 0.759. (6) The peptide sequence is EWSVATFYLF. The MHC is HLA-A30:02 with pseudo-sequence HLA-A30:02. The binding affinity (normalized) is 0.304. (7) The peptide sequence is LQSLENVAY. The MHC is HLA-A26:01 with pseudo-sequence HLA-A26:01. The binding affinity (normalized) is 0. (8) The peptide sequence is PSGMFDSSVL. The MHC is Patr-B0101 with pseudo-sequence Patr-B0101. The binding affinity (normalized) is 0.116. (9) The peptide sequence is MEIYIWDHD. The MHC is HLA-A11:01 with pseudo-sequence HLA-A11:01. The binding affinity (normalized) is 0.0847.